This data is from Forward reaction prediction with 1.9M reactions from USPTO patents (1976-2016). The task is: Predict the product of the given reaction. (1) Given the reactants [CH:1]1([N:7]([P:10]([O:15][CH2:16][CH3:17])([O:12][CH2:13][CH3:14])=[O:11])[CH:8]=O)[CH2:6][CH2:5][CH2:4][CH2:3][CH2:2]1.COC1C=CC(P2(SP(C3C=CC(OC)=CC=3)(=S)S2)=[S:27])=CC=1.C(OCC)(=O)C, predict the reaction product. The product is: [CH:1]1([N:7]([P:10]([O:15][CH2:16][CH3:17])([O:12][CH2:13][CH3:14])=[O:11])[CH:8]=[S:27])[CH2:6][CH2:5][CH2:4][CH2:3][CH2:2]1. (2) Given the reactants [Cl:1][C:2]1[CH:3]=[C:4]([CH2:19][N:20]2[C:24]([CH3:25])=[CH:23][C:22]([NH:26][C:27](=[O:31])[CH:28]([CH3:30])[CH3:29])=[N:21]2)[C:5]2[O:9][C:8]([C:10]3[CH:15]=[CH:14][C:13]([C:16]#[N:17])=[CH:12][CH:11]=3)=[CH:7][C:6]=2[CH:18]=1.[O:32]1[CH2:37]CC(C(O)=O)C[CH2:33]1, predict the reaction product. The product is: [Cl:1][C:2]1[CH:3]=[C:4]([CH2:19][N:20]2[C:24]([CH3:25])=[CH:23][C:22]([NH:26][C:27]([CH:28]3[CH2:29][CH2:37][O:32][CH2:33][CH2:30]3)=[O:31])=[N:21]2)[C:5]2[O:9][C:8]([C:10]3[CH:15]=[CH:14][C:13]([C:16]#[N:17])=[CH:12][CH:11]=3)=[CH:7][C:6]=2[CH:18]=1. (3) Given the reactants [Cl:1][C:2]1[C:11]2[C:6](=[CH:7][CH:8]=[CH:9][CH:10]=2)[N:5]=[CH:4][C:3]=1[C:12]([O:14][CH2:15][CH3:16])=[O:13].OC1C2C(=CC=C([C:28]([F:31])([F:30])[F:29])C=2)N=CC=1C(OCC)=O, predict the reaction product. The product is: [Cl:1][C:2]1[C:11]2[C:6](=[CH:7][CH:8]=[C:9]([C:28]([F:31])([F:30])[F:29])[CH:10]=2)[N:5]=[CH:4][C:3]=1[C:12]([O:14][CH2:15][CH3:16])=[O:13]. (4) Given the reactants [CH3:1][N:2]1[CH2:7][CH2:6][N:5]([CH2:8][C:9]([N:11]2[C:19]3[C:14](=[CH:15][C:16]([N+:20]([O-])=O)=[CH:17][CH:18]=3)[CH:13]=[CH:12]2)=[O:10])[CH2:4][CH2:3]1, predict the reaction product. The product is: [NH2:20][C:16]1[CH:15]=[C:14]2[C:19](=[CH:18][CH:17]=1)[N:11]([C:9](=[O:10])[CH2:8][N:5]1[CH2:6][CH2:7][N:2]([CH3:1])[CH2:3][CH2:4]1)[CH:12]=[CH:13]2. (5) Given the reactants [CH3:1][NH:2][CH3:3].Cl.[CH:5]1([CH2:8][N:9]2[C:13]3[CH:14]=[CH:15][C:16]([S:18]([C:21]([CH3:26])([CH3:25])[C:22](Cl)=[O:23])(=[O:20])=[O:19])=[CH:17][C:12]=3[N:11]=[C:10]2[CH2:27][C:28]([CH3:31])([CH3:30])[CH3:29])[CH2:7][CH2:6]1, predict the reaction product. The product is: [CH:5]1([CH2:8][N:9]2[C:13]3[CH:14]=[CH:15][C:16]([S:18]([C:21]([CH3:26])([CH3:25])[C:22]([N:2]([CH3:3])[CH3:1])=[O:23])(=[O:20])=[O:19])=[CH:17][C:12]=3[N:11]=[C:10]2[CH2:27][C:28]([CH3:31])([CH3:30])[CH3:29])[CH2:7][CH2:6]1.